Task: Predict the reaction yield, written as a fraction of the theoretical maximum amount of product (1.0 means a 100% yield; for example, 0.34 means a 34% yield).. Dataset: Reaction yield outcomes from USPTO patents with 853,638 reactions (1) The product is [OH:19][C:16]1[CH:17]=[CH:18][C:13]([C:1]2[CH:6]=[CH:5][CH:4]=[CH:3][CH:2]=2)=[CH:14][CH:15]=1. The yield is 0.910. The catalyst is C([O-])(=O)C.[Pd+2].C([O-])(=O)C.C(P(C(C)(C)C)C1C=CC=CC=1C1C=CC=CC=1)(C)(C)C. The reactants are [C:1]1(B(O)O)[CH:6]=[CH:5][CH:4]=[CH:3][CH:2]=1.[F-].[K+].Br[C:13]1[CH:18]=[CH:17][C:16]([OH:19])=[CH:15][CH:14]=1. (2) The reactants are [F:1][C:2]1[CH:7]=[C:6]([OH:8])[CH:5]=[CH:4][C:3]=1[N:9]1[C:13](I)=[C:12]([C:15]#[N:16])[C:11]([CH3:17])=[N:10]1.[CH3:18]/[C:19](/B(O)O)=[CH:20]/[CH3:21].C([O-])([O-])=O.[K+].[K+]. The catalyst is COCCOC.O.C1C=CC([P]([Pd]([P](C2C=CC=CC=2)(C2C=CC=CC=2)C2C=CC=CC=2)([P](C2C=CC=CC=2)(C2C=CC=CC=2)C2C=CC=CC=2)[P](C2C=CC=CC=2)(C2C=CC=CC=2)C2C=CC=CC=2)(C2C=CC=CC=2)C2C=CC=CC=2)=CC=1. The product is [CH3:18]/[C:19](/[C:13]1[N:9]([C:3]2[CH:4]=[CH:5][C:6]([OH:8])=[CH:7][C:2]=2[F:1])[N:10]=[C:11]([CH3:17])[C:12]=1[C:15]#[N:16])=[CH:20]/[CH3:21]. The yield is 0.730.